This data is from Forward reaction prediction with 1.9M reactions from USPTO patents (1976-2016). The task is: Predict the product of the given reaction. (1) Given the reactants [CH2:1]([C:3]1[O:7][N:6]=[C:5]([C@H:8]2[O:12][CH:11]([OH:13])[C@H:10]([OH:14])[C@@H:9]2[OH:15])[CH:4]=1)[CH3:2].C(O[C:20](=[O:22])[CH3:21])(=O)C, predict the reaction product. The product is: [C:3]([O:15][C@H:9]1[C@@H:10]([O:14][C:11](=[O:12])[CH3:10])[CH:11]([O:13][C:20](=[O:22])[CH3:21])[O:12][C@@H:8]1[C:5]1[CH:4]=[C:3]([CH2:1][CH3:2])[O:7][N:6]=1)(=[O:7])[CH3:1]. (2) Given the reactants [I:1][C:2]1[CH:23]=[CH:22][C:5]2[N:6]([CH2:9][C:10]3[CH:21]=[CH:20][C:13]4[N:14]=[C:15](S(C)=O)[S:16][C:12]=4[CH:11]=3)[CH:7]=[N:8][C:4]=2[CH:3]=1.Cl.[NH2:25][C@@H:26]1[CH2:31][CH2:30][CH2:29][C@@H:28]([OH:32])[C@H:27]1[OH:33].CCN(C(C)C)C(C)C, predict the reaction product. The product is: [I:1][C:2]1[CH:23]=[CH:22][C:5]2[N:6]([CH2:9][C:10]3[CH:21]=[CH:20][C:13]4[N:14]=[C:15]([NH:25][C@@H:26]5[CH2:31][CH2:30][CH2:29][C@@H:28]([OH:32])[C@H:27]5[OH:33])[S:16][C:12]=4[CH:11]=3)[CH:7]=[N:8][C:4]=2[CH:3]=1. (3) Given the reactants [Cl:1][C:2]1[C:11]2[C:6](=[CH:7][C:8]([O:15][CH2:16][CH3:17])=[C:9]([O:12][CH2:13][CH3:14])[CH:10]=2)[N:5]=[CH:4][N:3]=1.[CH3:18][C:19]([C:21]1[CH:26]=[CH:25][CH:24]=[C:23]([NH2:27])[CH:22]=1)=[O:20], predict the reaction product. The product is: [ClH:1].[CH2:13]([O:12][C:9]1[CH:10]=[C:11]2[C:6](=[CH:7][C:8]=1[O:15][CH2:16][CH3:17])[N:5]=[CH:4][N:3]=[C:2]2[NH:27][C:23]1[CH:22]=[C:21]([C:19](=[O:20])[CH3:18])[CH:26]=[CH:25][CH:24]=1)[CH3:14]. (4) Given the reactants [CH2:1]([C:3]1[N:4]([C:28]2[CH:33]=[CH:32][C:31]([O:34][C:35]([CH3:39])([CH3:38])[CH2:36][OH:37])=[CH:30][CH:29]=2)[C:5](=[O:27])[C:6]([CH2:12][C:13]2[CH:18]=[CH:17][C:16]([C:19]3[C:20]([C:25]#[N:26])=[CH:21][CH:22]=[CH:23][CH:24]=3)=[CH:15][CH:14]=2)=[C:7]([CH2:9][CH2:10][CH3:11])[N:8]=1)[CH3:2].[H-].[Na+].[CH3:42]I, predict the reaction product. The product is: [CH2:1]([C:3]1[N:4]([C:28]2[CH:29]=[CH:30][C:31]([O:34][C:35]([CH3:39])([CH3:38])[CH2:36][O:37][CH3:42])=[CH:32][CH:33]=2)[C:5](=[O:27])[C:6]([CH2:12][C:13]2[CH:14]=[CH:15][C:16]([C:19]3[C:20]([C:25]#[N:26])=[CH:21][CH:22]=[CH:23][CH:24]=3)=[CH:17][CH:18]=2)=[C:7]([CH2:9][CH2:10][CH3:11])[N:8]=1)[CH3:2]. (5) Given the reactants C([O:4][CH2:5][CH2:6][NH:7][C:8](=[O:42])[C@@H:9]1[CH2:13][CH2:12][CH2:11][N:10]1[C:14]([C:16]1[S:20][C:19]2=[N:21][C@:22]([C:32]3[CH:37]=[CH:36][C:35]([Cl:38])=[CH:34][CH:33]=3)([CH3:31])[C@@H:23]([C:24]3[CH:29]=[CH:28][C:27]([Cl:30])=[CH:26][CH:25]=3)[N:18]2[C:17]=1[CH:39]([CH3:41])[CH3:40])=[O:15])(=O)C.C[O-].[Na+].CO, predict the reaction product. The product is: [Cl:30][C:27]1[CH:26]=[CH:25][C:24]([C@H:23]2[N:18]3[C:19]([S:20][C:16]([C:14]([N:10]4[CH2:11][CH2:12][CH2:13][C@H:9]4[C:8]([NH:7][CH2:6][CH2:5][OH:4])=[O:42])=[O:15])=[C:17]3[CH:39]([CH3:40])[CH3:41])=[N:21][C@:22]2([C:32]2[CH:33]=[CH:34][C:35]([Cl:38])=[CH:36][CH:37]=2)[CH3:31])=[CH:29][CH:28]=1. (6) Given the reactants [Cl:1][C:2]1[CH:19]=[C:18]([N+:20]([O-:22])=[O:21])[CH:17]=[CH:16][C:3]=1[O:4][C:5]1[C:6]([CH3:15])=[C:7]([CH:12]=[CH:13][CH:14]=1)[C:8]([O:10][CH3:11])=[O:9].[Br:23]N1C(=O)CCC1=O, predict the reaction product. The product is: [Br:23][CH2:15][C:6]1[C:5]([O:4][C:3]2[CH:16]=[CH:17][C:18]([N+:20]([O-:22])=[O:21])=[CH:19][C:2]=2[Cl:1])=[CH:14][CH:13]=[CH:12][C:7]=1[C:8]([O:10][CH3:11])=[O:9]. (7) The product is: [Br:16][C:17]1[CH:22]=[CH:21][C:20]([S:23]([NH:14][CH2:13][C:12]([C:3]2[CH:4]=[CH:5][C:6]3[C:11](=[CH:10][CH:9]=[CH:8][CH:7]=3)[CH:2]=2)=[O:15])(=[O:25])=[O:24])=[CH:19][CH:18]=1. Given the reactants [Cl-].[CH:2]1[C:11]2[C:6](=[CH:7][CH:8]=[CH:9][CH:10]=2)[CH:5]=[CH:4][C:3]=1[C:12](=[O:15])[CH2:13][NH3+:14].[Br:16][C:17]1[CH:22]=[CH:21][C:20]([S:23](Cl)(=[O:25])=[O:24])=[CH:19][CH:18]=1.CCN(CC)CC, predict the reaction product. (8) Given the reactants [CH3:1][O:2][C:3]1[CH:4]=[C:5]([CH:7]=[C:8]([O:12][CH3:13])[C:9]=1[O:10][CH3:11])[NH2:6].[C:14]([C:17]1[CH:22]=[CH:21][C:20]([N:23]=[C:24]=[O:25])=[CH:19][CH:18]=1)(=[O:16])[CH3:15], predict the reaction product. The product is: [C:14]([C:17]1[CH:22]=[CH:21][C:20]([NH:23][C:24]([NH:6][C:5]2[CH:7]=[C:8]([O:12][CH3:13])[C:9]([O:10][CH3:11])=[C:3]([O:2][CH3:1])[CH:4]=2)=[O:25])=[CH:19][CH:18]=1)(=[O:16])[CH3:15]. (9) Given the reactants Br[C:2]1[CH:3]=[C:4]([N:8]2[C:16]3[C:11](=[CH:12][CH:13]=[CH:14][CH:15]=3)[C:10]([C:17]([O:19][CH3:20])=[O:18])=[N:9]2)[CH:5]=[CH:6][CH:7]=1.[CH3:21][C:22]1[O:26][C:25]([C@:27]([OH:31])([C:29]#[CH:30])[CH3:28])=[N:24][N:23]=1, predict the reaction product. The product is: [OH:31][C@:27]([C:25]1[O:26][C:22]([CH3:21])=[N:23][N:24]=1)([CH3:28])[C:29]#[C:30][C:2]1[CH:3]=[C:4]([N:8]2[C:16]3[C:11](=[CH:12][CH:13]=[CH:14][CH:15]=3)[C:10]([C:17]([O:19][CH3:20])=[O:18])=[N:9]2)[CH:5]=[CH:6][CH:7]=1.